Dataset: Reaction yield outcomes from USPTO patents with 853,638 reactions. Task: Predict the reaction yield, written as a fraction of the theoretical maximum amount of product (1.0 means a 100% yield; for example, 0.34 means a 34% yield). (1) The reactants are Cl.[CH2:2]([O:9][C:10](=[O:16])[C@@H:11]([NH2:15])[CH:12]([CH3:14])[CH3:13])[C:3]1[CH:8]=[CH:7][CH:6]=[CH:5][CH:4]=1.[F:17][C:18]([F:31])([F:30])[O:19][C:20]1[CH:21]=[C:22]([CH2:26][C:27](O)=[O:28])[CH:23]=[CH:24][CH:25]=1.O.ON1C2C=CC=CC=2N=N1.CN1CCOCC1.Cl.CN(C)CCCN=C=NCC.C(=O)([O-])O.[Na+]. The catalyst is CN(C=O)C. The product is [CH2:2]([O:9][C:10](=[O:16])[C@@H:11]([NH:15][C:27](=[O:28])[CH2:26][C:22]1[CH:23]=[CH:24][CH:25]=[C:20]([O:19][C:18]([F:30])([F:17])[F:31])[CH:21]=1)[CH:12]([CH3:14])[CH3:13])[C:3]1[CH:8]=[CH:7][CH:6]=[CH:5][CH:4]=1. The yield is 0.925. (2) The reactants are [CH3:1][O:2][C:3]1[CH:4]=[C:5]([CH:7]=[C:8]([O:12][CH3:13])[C:9]=1[O:10][CH3:11])[NH2:6].Cl[C:15]1[CH:20]=[C:19]([O:21][C:22]2[C:23]([C:29]3[CH:34]=[CH:33][CH:32]=[CH:31][CH:30]=3)=[N:24][C:25]([CH3:28])=[CH:26][CH:27]=2)[CH:18]=[CH:17][N:16]=1.CC1(C)C2C(=C(P(C3C=CC=CC=3)C3C=CC=CC=3)C=CC=2)OC2C(P(C3C=CC=CC=3)C3C=CC=CC=3)=CC=CC1=2.C([O-])([O-])=O.[Cs+].[Cs+]. The catalyst is C1C=CC(/C=C/C(/C=C/C2C=CC=CC=2)=O)=CC=1.C1C=CC(/C=C/C(/C=C/C2C=CC=CC=2)=O)=CC=1.C1C=CC(/C=C/C(/C=C/C2C=CC=CC=2)=O)=CC=1.[Pd].[Pd].CC(N(C)C)=O. The product is [CH3:28][C:25]1[N:24]=[C:23]([C:29]2[CH:30]=[CH:31][CH:32]=[CH:33][CH:34]=2)[C:22]([O:21][C:19]2[CH:18]=[CH:17][N:16]=[C:15]([NH:6][C:5]3[CH:7]=[C:8]([O:12][CH3:13])[C:9]([O:10][CH3:11])=[C:3]([O:2][CH3:1])[CH:4]=3)[CH:20]=2)=[CH:27][CH:26]=1. The yield is 0.570. (3) The reactants are O=P(Cl)(Cl)[Cl:3].[CH3:6][N:7]1[C:11](O)=[CH:10][C:9]([C:13]2[CH:18]=[CH:17][CH:16]=[CH:15][N:14]=2)=[N:8]1.[C:19]([O-:22])([O-])=O.[Na+].[Na+]. The catalyst is CN(C=O)C. The product is [Cl:3][C:11]1[N:7]([CH3:6])[N:8]=[C:9]([C:13]2[CH:18]=[CH:17][CH:16]=[CH:15][N:14]=2)[C:10]=1[CH:19]=[O:22]. The yield is 0.640. (4) The reactants are Cl[C:2]1[N:7]=[CH:6][N:5]=[C:4]([NH:8][C:9]2[CH:14]=[CH:13][C:12]([S:15]([CH3:18])(=[O:17])=[O:16])=[CH:11][C:10]=2[F:19])[C:3]=1[CH3:20].[CH:21]([C:24]1[N:28]=[C:27]([N:29]2[CH2:34][CH2:33][CH:32]([OH:35])[CH2:31][CH2:30]2)[O:26][N:25]=1)([CH3:23])[CH3:22].CC(C)([O-])C.[K+].Cl.CCOCC. The catalyst is C1COCC1.C(Cl)Cl. The product is [F:19][C:10]1[CH:11]=[C:12]([S:15]([CH3:18])(=[O:17])=[O:16])[CH:13]=[CH:14][C:9]=1[NH:8][C:4]1[C:3]([CH3:20])=[C:2]([O:35][CH:32]2[CH2:33][CH2:34][N:29]([C:27]3[O:26][N:25]=[C:24]([CH:21]([CH3:23])[CH3:22])[N:28]=3)[CH2:30][CH2:31]2)[N:7]=[CH:6][N:5]=1. The yield is 0.300. (5) The reactants are [CH2:1]([N:5]([CH2:11][CH3:12])[C@H:6]1[CH2:9][C@H:8]([SH:10])[CH2:7]1)[CH2:2][CH2:3]C.[H-].[Na+].F[C:16]1[CH:21]=[CH:20][C:19]([I:22])=[CH:18][CH:17]=1.O. The catalyst is CN(C)C=O. The product is [I:22][C:19]1[CH:20]=[CH:21][C:16]([S:10][C@H:8]2[CH2:7][C@H:6]([N:5]3[CH2:1][CH2:2][CH2:3][CH2:12][CH2:11]3)[CH2:9]2)=[CH:17][CH:18]=1. The yield is 0.400.